Dataset: Full USPTO retrosynthesis dataset with 1.9M reactions from patents (1976-2016). Task: Predict the reactants needed to synthesize the given product. Given the product [Cl:1][C:2]1[CH:14]=[C:13]([O:27][C:20]2[CH:21]=[N:22][C:23]([CH:24]3[CH2:26][CH2:25]3)=[C:18]([Cl:17])[CH:19]=2)[C:12]([Cl:16])=[CH:11][C:3]=1[C:4]([O:6][C:7]([CH3:10])([CH3:9])[CH3:8])=[O:5], predict the reactants needed to synthesize it. The reactants are: [Cl:1][C:2]1[CH:14]=[C:13](F)[C:12]([Cl:16])=[CH:11][C:3]=1[C:4]([O:6][C:7]([CH3:10])([CH3:9])[CH3:8])=[O:5].[Cl:17][C:18]1[CH:19]=[C:20]([OH:27])[CH:21]=[N:22][C:23]=1[CH:24]1[CH2:26][CH2:25]1.C(=O)([O-])[O-].[K+].[K+].